This data is from Forward reaction prediction with 1.9M reactions from USPTO patents (1976-2016). The task is: Predict the product of the given reaction. (1) Given the reactants [NH:1]([C:10]([O:12][C:13]([CH3:16])([CH3:15])[CH3:14])=[O:11])[C@H:2]([C:7]([OH:9])=O)[CH2:3][CH:4]([CH3:6])[CH3:5].[NH2:17][C:18]1[CH:25]=[CH:24][C:21]([CH2:22][OH:23])=[CH:20][CH:19]=1.CCOC1N(C(OCC)=O)C2C(=CC=CC=2)C=C1.C1(C)C=CC=CC=1, predict the reaction product. The product is: [C:13]([O:12][C:10]([NH:1][C@@H:2]([CH2:3][CH:4]([CH3:5])[CH3:6])[C:7]([NH:17][C:18]1[CH:25]=[CH:24][C:21]([CH2:22][OH:23])=[CH:20][CH:19]=1)=[O:9])=[O:11])([CH3:16])([CH3:15])[CH3:14]. (2) Given the reactants [C:1]([O:4][C@@H:5]1[C@H:9]([O:10][C:11](=[O:13])[CH3:12])[C@@H:8]([C:14]2[O:18][N:17]=[C:16]([C:19]([CH3:22])([CH3:21])[CH3:20])[CH:15]=2)[O:7][C@H:6]1[N:23]1[CH:31]=[N:30][C:29]2[C:24]1=[N:25][CH:26]=[N:27][C:28]=2[NH:32][CH:33]1[CH2:38][CH2:37][NH:36][CH2:35][CH2:34]1)(=[O:3])[CH3:2].[CH3:39][S:40](Cl)(=[O:42])=[O:41].C(N(CC)CC)C, predict the reaction product. The product is: [C:1]([O:4][C@@H:5]1[C@H:9]([O:10][C:11](=[O:13])[CH3:12])[C@@H:8]([C:14]2[O:18][N:17]=[C:16]([C:19]([CH3:22])([CH3:21])[CH3:20])[CH:15]=2)[O:7][C@H:6]1[N:23]1[CH:31]=[N:30][C:29]2[C:24]1=[N:25][CH:26]=[N:27][C:28]=2[NH:32][CH:33]1[CH2:38][CH2:37][N:36]([S:40]([CH3:39])(=[O:42])=[O:41])[CH2:35][CH2:34]1)(=[O:3])[CH3:2]. (3) Given the reactants [CH2:1]([O:8][C@H:9]1[C@H:13]2[O:14][CH2:15][C@@:10]1([CH2:32][O:33]C(=O)C1C=CC=CC=1)[O:11][C@H:12]2[N:16]1[CH:24]=[N:23][C:22]2[C:21](=[O:25])[NH:20][C:19]([NH:26][C:27](=[O:31])[CH:28]([CH3:30])[CH3:29])=[N:18][C:17]1=2)[C:2]1[CH:7]=[CH:6][CH:5]=[CH:4][CH:3]=1.[OH-].[Na+].C(O)(=O)C, predict the reaction product. The product is: [CH2:1]([O:8][C@H:9]1[C@H:13]2[O:14][CH2:15][C@:10]1([CH2:32][OH:33])[O:11][C@H:12]2[N:16]1[CH:24]=[N:23][C:22]2[C:21](=[O:25])[NH:20][C:19]([NH:26][C:27](=[O:31])[CH:28]([CH3:29])[CH3:30])=[N:18][C:17]1=2)[C:2]1[CH:7]=[CH:6][CH:5]=[CH:4][CH:3]=1.